Dataset: Experimentally validated miRNA-target interactions with 360,000+ pairs, plus equal number of negative samples. Task: Binary Classification. Given a miRNA mature sequence and a target amino acid sequence, predict their likelihood of interaction. (1) The protein sequence of the target gene is MARILLLFLPGLVAVCAVHGIFMDRLASKKLCADDECVYTISLASAQEDYNAPDCRFINVKKGQQIYVYSKLVKENGAGEFWAGSVYGDGQDEMGVVGYFPRNLVKEQRVYQEATKEVPTTDIDFFCE. The miRNA is mmu-miR-615-3p with sequence UCCGAGCCUGGGUCUCCCUCUU. Result: 0 (no interaction). (2) The miRNA is mmu-miR-1901 with sequence CCGCUCGUACUCCCGGGGGUCC. The protein sequence of the target gene is MRHVQAEPSPSSEPEAGPSQPPVRQGALQGGLLMGYSPAGGATSPGVYQVSIFSPPAGTSEPHRALKRQAPSTEGPRELKRGPGLGAREGLPPEEPSTVGLLGPEGPGLGLGVASQHFSHRGLCVVEQRSSVTSSWTSGAWSPPCPPSNASCNTLHTRDWASPDPGGQGSLGESPGPAPPGQLHTLDTDLHSLAQIGGKSPVAGVGNGGSLWPRESPGTANGHSPEHTPPGPGPPGPCPTKRRLLPAGEAPDVSSEEEGPAPRRRRGSLGHPTAANSSDAKATPFWSHLLPGPKEPVLDP.... Result: 0 (no interaction). (3) The miRNA is hsa-miR-4265 with sequence CUGUGGGCUCAGCUCUGGG. The protein sequence of the target gene is MALKRIQKELTDLQRDPPAQCSAGPVGDDLFHWQATIMGPNDSPYQGGVFFLTIHFPTDYPFKPPKVAFTTKIYHPNINSNGSICLDILRSQWSPALTVSKVLLSICSLLCDPNPDDPLVPEIAHTYKADREKYNRLAREWTQKYAM. Result: 1 (interaction).